This data is from Full USPTO retrosynthesis dataset with 1.9M reactions from patents (1976-2016). The task is: Predict the reactants needed to synthesize the given product. (1) Given the product [CH3:1][N:2]1[C:6]([C:7]2[S:11][C:10]([C:12]([OH:14])=[O:13])=[N:9][CH:8]=2)=[CH:5][CH:4]=[N:3]1, predict the reactants needed to synthesize it. The reactants are: [CH3:1][N:2]1[C:6]([C:7]2[S:11][C:10]([C:12]([O:14]CC)=[O:13])=[N:9][CH:8]=2)=[CH:5][CH:4]=[N:3]1.[OH-].[Na+].Cl. (2) Given the product [Br:3][C:4]1[CH:9]=[CH:8][C:7]([CH2:10][C:11]([OH:15])=[O:1])=[C:6]([F:13])[CH:5]=1, predict the reactants needed to synthesize it. The reactants are: [OH-:1].[Na+].[Br:3][C:4]1[CH:9]=[CH:8][C:7]([CH2:10][C:11]#N)=[C:6]([F:13])[CH:5]=1.C[OH:15].